Task: Predict the reactants needed to synthesize the given product.. Dataset: Full USPTO retrosynthesis dataset with 1.9M reactions from patents (1976-2016) (1) Given the product [Cl:49][C:48]1[CH:47]=[CH:46][C:42]([C:43]([OH:45])=[O:44])=[CH:41][C:40]=1[C:37]1[CH:38]=[C:39]2[C:31]([C:57]([O:60][CH3:61])=[O:59])=[C:32]([C:50]3[CH:55]=[CH:54][C:53]([F:56])=[CH:52][CH:51]=3)[O:33][C:34]2=[N:35][CH:36]=1, predict the reactants needed to synthesize it. The reactants are: C1(P(C2C=CC=CC=2)CCCP(C2C=CC=CC=2)C2C=CC=CC=2)C=CC=CC=1.Br[C:31]1[C:39]2[C:34](=[N:35][CH:36]=[C:37]([C:40]3[CH:41]=[C:42]([CH:46]=[CH:47][C:48]=3[Cl:49])[C:43]([OH:45])=[O:44])[CH:38]=2)[O:33][C:32]=1[C:50]1[CH:55]=[CH:54][C:53]([F:56])=[CH:52][CH:51]=1.[C:57]([O:60][CH2:61]C)(=[O:59])C. (2) Given the product [C:1]([N:4]1[C:12]2[C:7](=[CH:8][C:9]([O:14][CH3:15])=[C:10]([NH:13][C:17]3[N:18]=[C:19]([NH:36][C:37]4[CH:45]=[CH:44][CH:43]=[C:42]([F:46])[C:38]=4[C:39]([NH2:41])=[O:40])[C:20]4[CH:25]=[CH:24][N:23]([S:26]([C:29]5[CH:34]=[CH:33][C:32]([CH3:35])=[CH:31][CH:30]=5)(=[O:27])=[O:28])[C:21]=4[N:22]=3)[CH:11]=2)[CH2:6][CH2:5]1)(=[O:3])[CH3:2], predict the reactants needed to synthesize it. The reactants are: [C:1]([N:4]1[C:12]2[C:7](=[CH:8][C:9]([O:14][CH3:15])=[C:10]([NH2:13])[CH:11]=2)[CH2:6][CH2:5]1)(=[O:3])[CH3:2].Cl[C:17]1[N:18]=[C:19]([NH:36][C:37]2[CH:45]=[CH:44][CH:43]=[C:42]([F:46])[C:38]=2[C:39]([NH2:41])=[O:40])[C:20]2[CH:25]=[CH:24][N:23]([S:26]([C:29]3[CH:34]=[CH:33][C:32]([CH3:35])=[CH:31][CH:30]=3)(=[O:28])=[O:27])[C:21]=2[N:22]=1.Cl.O1CCOCC1.[NH4+].[OH-].